This data is from Catalyst prediction with 721,799 reactions and 888 catalyst types from USPTO. The task is: Predict which catalyst facilitates the given reaction. The catalyst class is: 1. Product: [Cl:20][C:11]1[N:12]=[C:13]([N:14]2[CH2:19][CH2:18][O:17][CH2:16][CH2:15]2)[C:8]2[O:7][C@H:5]([CH3:6])[CH2:4][O:3][C:9]=2[N:10]=1. Reactant: C([O:3][C:4](=O)[C@H:5]([O:7][C:8]1[C:9](Cl)=[N:10][C:11]([Cl:20])=[N:12][C:13]=1[N:14]1[CH2:19][CH2:18][O:17][CH2:16][CH2:15]1)[CH3:6])C.CC(C[AlH]CC(C)C)C.[H-].[Na+].